Predict the reactants needed to synthesize the given product. From a dataset of Full USPTO retrosynthesis dataset with 1.9M reactions from patents (1976-2016). (1) Given the product [Cl:1][C:2]1[CH:3]=[C:4]2[C:8](=[CH:9][CH:10]=1)[N:7]([CH3:11])[C:6]([C:12]([NH:37][CH:35]([C:30]1[CH:29]=[C:28]([CH:33]=[C:32]([CH3:34])[CH:31]=1)[O:27][C:24]1[CH:25]=[CH:26][C:21]([CH2:20][CH2:19][C:18]([OH:39])=[O:17])=[C:22]([CH3:38])[CH:23]=1)[CH3:36])=[O:14])=[C:5]2[CH3:15], predict the reactants needed to synthesize it. The reactants are: [Cl:1][C:2]1[CH:3]=[C:4]2[C:8](=[CH:9][CH:10]=1)[N:7]([CH3:11])[C:6]([C:12]([OH:14])=O)=[C:5]2[CH3:15].C[O:17][C:18](=[O:39])[CH2:19][CH2:20][C:21]1[CH:26]=[CH:25][C:24]([O:27][C:28]2[CH:33]=[C:32]([CH3:34])[CH:31]=[C:30]([C@H:35]([NH2:37])[CH3:36])[CH:29]=2)=[CH:23][C:22]=1[CH3:38]. (2) Given the product [OH:20][CH2:18][CH2:19][O:1][C:2]1[CH:3]=[C:4]([CH3:11])[C:5]([CH:6]=[O:7])=[C:8]([CH3:10])[CH:9]=1, predict the reactants needed to synthesize it. The reactants are: [OH:1][C:2]1[CH:9]=[C:8]([CH3:10])[C:5]([CH:6]=[O:7])=[C:4]([CH3:11])[CH:3]=1.C([O-])([O-])=O.[K+].[K+].[CH2:18]([O:20]CC)[CH3:19].